Dataset: Peptide-MHC class I binding affinity with 185,985 pairs from IEDB/IMGT. Task: Regression. Given a peptide amino acid sequence and an MHC pseudo amino acid sequence, predict their binding affinity value. This is MHC class I binding data. The binding affinity (normalized) is 0. The MHC is Mamu-B8301 with pseudo-sequence Mamu-B8301. The peptide sequence is KTKDYVNGL.